From a dataset of Forward reaction prediction with 1.9M reactions from USPTO patents (1976-2016). Predict the product of the given reaction. (1) The product is: [Cl:13][C:14]1[CH:15]=[C:16]([NH:17][C:2]2[C:11]3[C:6](=[CH:7][CH:8]=[C:9]([I:12])[CH:10]=3)[N:5]=[CH:4][N:3]=2)[CH:18]=[CH:19][C:20]=1[O:21][CH2:22][C:23]1[CH:28]=[CH:27][CH:26]=[C:25]([F:29])[CH:24]=1. Given the reactants Cl[C:2]1[C:11]2[C:6](=[CH:7][CH:8]=[C:9]([I:12])[CH:10]=2)[N:5]=[CH:4][N:3]=1.[Cl:13][C:14]1[CH:15]=[C:16]([CH:18]=[CH:19][C:20]=1[O:21][CH2:22][C:23]1[CH:28]=[CH:27][CH:26]=[C:25]([F:29])[CH:24]=1)[NH2:17], predict the reaction product. (2) Given the reactants [OH-].[Na+].CO.[N:5]1([C:10]2[CH:15]=[C:14]([C:16]([O:18]C)=[O:17])[CH:13]=[CH:12][N:11]=2)[CH:9]=[CH:8][CH:7]=[CH:6]1.Cl, predict the reaction product. The product is: [N:5]1([C:10]2[CH:15]=[C:14]([C:16]([OH:18])=[O:17])[CH:13]=[CH:12][N:11]=2)[CH:6]=[CH:7][CH:8]=[CH:9]1. (3) Given the reactants [F:1][C:2]1[CH:3]=[C:4]([C:9]2[O:10][C:11]([CH2:16][CH:17]([CH3:19])[CH3:18])=[C:12]([CH:14]=O)[N:13]=2)[CH:5]=[CH:6][C:7]=1[F:8].C1(S([CH2:29][C:30]#[N:31])(=O)=O)C=CC=CC=1.[N-:32]=[N+:33]=[N-:34].[Na+].[NH4+].[Cl-], predict the reaction product. The product is: [F:1][C:2]1[CH:3]=[C:4]([C:9]2[O:10][C:11]([CH2:16][CH:17]([CH3:19])[CH3:18])=[C:12]([C:14]3[N:34]=[N:33][NH:32][C:29]=3[C:30]#[N:31])[N:13]=2)[CH:5]=[CH:6][C:7]=1[F:8]. (4) Given the reactants [Cl:1][C:2]1[N:7]=[C:6](Cl)[C:5]([I:9])=[CH:4][N:3]=1.[F:10][C:11]1[CH:18]=[C:17]([F:19])[CH:16]=[CH:15][C:12]=1[CH2:13]N.C(=O)([O-])O.[Na+], predict the reaction product. The product is: [Cl:1][C:2]1[N:7]=[C:6]([CH2:13][C:12]2[CH:15]=[CH:16][C:17]([F:19])=[CH:18][C:11]=2[F:10])[C:5]([I:9])=[CH:4][N:3]=1. (5) Given the reactants ClN1C(=O)C[CH2:4][C:3]1=O.Cl[C:10]1[C:14]([Cl:15])=[C:13]([CH3:16])[NH:12][C:11]=1[C:17]([OH:19])=[O:18].[OH-].[Na+], predict the reaction product. The product is: [Cl:15][C:14]1[CH:10]=[C:11]([C:17]([O:19][CH2:3][CH3:4])=[O:18])[NH:12][C:13]=1[CH3:16].